Task: Predict the reaction yield, written as a fraction of the theoretical maximum amount of product (1.0 means a 100% yield; for example, 0.34 means a 34% yield).. Dataset: Reaction yield outcomes from USPTO patents with 853,638 reactions The reactants are [NH:1]1[C:9]2[C:4](=[CH:5][CH:6]=[CH:7][CH:8]=2)[C:3]([C:10]([O:12][CH2:13][CH3:14])=[O:11])=[N:2]1.[N+:15]([O-])([OH:17])=[O:16]. The catalyst is S(=O)(=O)(O)O. The product is [N+:15]([C:6]1[CH:5]=[C:4]2[C:9](=[CH:8][CH:7]=1)[NH:1][N:2]=[C:3]2[C:10]([O:12][CH2:13][CH3:14])=[O:11])([O-:17])=[O:16]. The yield is 0.530.